This data is from Merck oncology drug combination screen with 23,052 pairs across 39 cell lines. The task is: Regression. Given two drug SMILES strings and cell line genomic features, predict the synergy score measuring deviation from expected non-interaction effect. (1) Drug 1: O=C(NOCC(O)CO)c1ccc(F)c(F)c1Nc1ccc(I)cc1F. Drug 2: COC1=C2CC(C)CC(OC)C(O)C(C)C=C(C)C(OC(N)=O)C(OC)C=CC=C(C)C(=O)NC(=CC1=O)C2=O. Cell line: A427. Synergy scores: synergy=13.7. (2) Drug 1: C#Cc1cccc(Nc2ncnc3cc(OCCOC)c(OCCOC)cc23)c1. Drug 2: O=C(NOCC(O)CO)c1ccc(F)c(F)c1Nc1ccc(I)cc1F. Cell line: A427. Synergy scores: synergy=0.256. (3) Drug 1: CC(=O)OC1C(=O)C2(C)C(O)CC3OCC3(OC(C)=O)C2C(OC(=O)c2ccccc2)C2(O)CC(OC(=O)C(O)C(NC(=O)c3ccccc3)c3ccccc3)C(C)=C1C2(C)C. Cell line: OCUBM. Drug 2: CC(C)CC(NC(=O)C(Cc1ccccc1)NC(=O)c1cnccn1)B(O)O. Synergy scores: synergy=-18.9. (4) Drug 1: O=C(CCCCCCC(=O)Nc1ccccc1)NO. Drug 2: CNC(=O)c1cc(Oc2ccc(NC(=O)Nc3ccc(Cl)c(C(F)(F)F)c3)cc2)ccn1. Cell line: CAOV3. Synergy scores: synergy=7.24.